Dataset: Full USPTO retrosynthesis dataset with 1.9M reactions from patents (1976-2016). Task: Predict the reactants needed to synthesize the given product. (1) Given the product [CH:56]1[C:61]2[C:62](=[CH:57][CH:58]=[CH:59][CH:60]=2)[CH:63]=[C:54]([N:67]2[CH2:66][CH2:65][N:64]([C:70]([O:72][C:73]([CH3:76])([CH3:75])[CH3:74])=[O:71])[CH2:69][CH2:68]2)[N:55]=1, predict the reactants needed to synthesize it. The reactants are: C1C=CC(P(C2C(C3C(P(C4C=CC=CC=4)C4C=CC=CC=4)=CC=C4C=3C=CC=C4)=C3C(C=CC=C3)=CC=2)C2C=CC=CC=2)=CC=1.C(=O)([O-])[O-].[Cs+].[Cs+].Cl[C:54]1[CH:63]=[CH:62][C:61]2[C:56](=[CH:57][CH:58]=[CH:59][CH:60]=2)[N:55]=1.[N:64]1([C:70]([O:72][C:73]([CH3:76])([CH3:75])[CH3:74])=[O:71])[CH2:69][CH2:68][NH:67][CH2:66][CH2:65]1. (2) Given the product [I:44][C:14]1[CH:19]=[CH:18][C:17]([C:20]2[CH:25]=[CH:24][C:23]([CH2:26][CH3:27])=[C:22]([CH:28]3[C:33](=[O:34])[C:32]([CH3:36])([CH3:35])[O:31][C:30]([CH3:38])([CH3:37])[C:29]3=[O:39])[CH:21]=2)=[CH:16][CH:15]=1, predict the reactants needed to synthesize it. The reactants are: O.C1(C)C=CC(S(O)(=O)=O)=CC=1.N[C:14]1[CH:19]=[CH:18][C:17]([C:20]2[CH:25]=[CH:24][C:23]([CH2:26][CH3:27])=[C:22]([CH:28]3[C:33](=[O:34])[C:32]([CH3:36])([CH3:35])[O:31][C:30]([CH3:38])([CH3:37])[C:29]3=[O:39])[CH:21]=2)=[CH:16][CH:15]=1.N([O-])=O.[Na+].[I-:44].[K+].C(=O)(O)[O-].[Na+].